The task is: Predict the product of the given reaction.. This data is from Forward reaction prediction with 1.9M reactions from USPTO patents (1976-2016). The product is: [N:1]1[CH:6]=[CH:5][CH:4]=[CH:3][C:2]=1[CH2:7][O:8][C:9]1[CH:17]=[CH:16][C:12]([C:13]([Cl:21])=[O:14])=[CH:11][CH:10]=1. Given the reactants [N:1]1[CH:6]=[CH:5][CH:4]=[CH:3][C:2]=1[CH2:7][O:8][C:9]1[CH:17]=[CH:16][C:12]([C:13](O)=[O:14])=[CH:11][CH:10]=1.C(Cl)(=O)C([Cl:21])=O, predict the reaction product.